This data is from Reaction yield outcomes from USPTO patents with 853,638 reactions. The task is: Predict the reaction yield, written as a fraction of the theoretical maximum amount of product (1.0 means a 100% yield; for example, 0.34 means a 34% yield). (1) The reactants are [H-].[Na+].[CH3:3][NH:4][CH2:5][CH2:6][OH:7].C1OCCOCCOCCOCCOC1.[Cl:23][C:24]1[CH:25]=[C:26]([NH:38][C:39]2[C:48]3[C:43](=[CH:44][CH:45]=[CH:46][C:47]=3F)[N:42]=[CH:41][N:40]=2)[CH:27]=[CH:28][C:29]=1[O:30][CH2:31][C:32]1[CH:37]=[CH:36][CH:35]=[CH:34][N:33]=1. The catalyst is CC(N(C)C)=O. The product is [Cl:23][C:24]1[CH:25]=[C:26]([NH:38][C:39]2[C:48]3[C:43](=[CH:44][CH:45]=[CH:46][C:47]=3[O:7][CH2:6][CH2:5][NH:4][CH3:3])[N:42]=[CH:41][N:40]=2)[CH:27]=[CH:28][C:29]=1[O:30][CH2:31][C:32]1[CH:37]=[CH:36][CH:35]=[CH:34][N:33]=1. The yield is 0.450. (2) The reactants are [F:1][C:2]1[CH:7]=[CH:6][CH:5]=[CH:4][C:3]=1[C:8]1[NH:12][CH:11]=[C:10]([CH:13]=[O:14])[CH:9]=1.[Cl:15]N1C(=O)CCC1=O.O. The catalyst is CN(C)C=O. The product is [Cl:15][C:9]1[C:10]([CH:13]=[O:14])=[CH:11][NH:12][C:8]=1[C:3]1[CH:4]=[CH:5][CH:6]=[CH:7][C:2]=1[F:1]. The yield is 0.460. (3) The yield is 0.990. The reactants are [CH3:1][CH:2]([C:8]([O:10][CH2:11][CH3:12])=[O:9])[C:3]([O:5][CH2:6][CH3:7])=[O:4].[H-].[Na+].[Br:15][C:16]1[CH:21]=[C:20]([N+:22]([O-:24])=[O:23])[CH:19]=[CH:18][C:17]=1F. The product is [Br:15][C:16]1[CH:21]=[C:20]([N+:22]([O-:24])=[O:23])[CH:19]=[CH:18][C:17]=1[C:2]([CH3:1])([C:3]([O:5][CH2:6][CH3:7])=[O:4])[C:8]([O:10][CH2:11][CH3:12])=[O:9]. The catalyst is CN(C=O)C. (4) The reactants are [Cl:1][C:2]1[CH:10]=[CH:9][C:5]([C:6]([OH:8])=[O:7])=[C:4]([O:11][CH3:12])[CH:3]=1.[CH3:13]O. The catalyst is OS(O)(=O)=O. The product is [Cl:1][C:2]1[CH:10]=[CH:9][C:5]([C:6]([O:8][CH3:13])=[O:7])=[C:4]([O:11][CH3:12])[CH:3]=1. The yield is 0.960. (5) The reactants are Cl.[NH2:2][C@@H:3]1[CH2:12][CH2:11][CH2:10][C:9]2[C:8]([C:13]3[N:17]=[C:16]([C:18]4[CH:19]=[CH:20][C:21]([O:26][CH:27]([CH3:29])[CH3:28])=[C:22]([CH:25]=4)[C:23]#[N:24])[O:15][N:14]=3)=[CH:7][CH:6]=[CH:5][C:4]1=2.Cl[CH2:31][CH2:32][S:33](Cl)(=[O:35])=[O:34]. The yield is 0.750. The catalyst is C(Cl)Cl. The product is [C:23]([C:22]1[CH:25]=[C:18]([C:16]2[O:15][N:14]=[C:13]([C:8]3[CH:7]=[CH:6][CH:5]=[C:4]4[C:9]=3[CH2:10][CH2:11][CH2:12][C@H:3]4[NH:2][S:33]([CH:32]=[CH2:31])(=[O:35])=[O:34])[N:17]=2)[CH:19]=[CH:20][C:21]=1[O:26][CH:27]([CH3:29])[CH3:28])#[N:24]. (6) The reactants are C(C1C=C2C(=CC=1O)OC(C(F)(F)F)C(C(O)=O)=C2)C.[I:21][C:22]1[CH:23]=[C:24]2[C:29](=[CH:30][C:31]=1[O:32]C)[O:28][CH:27]([C:34]([F:37])([F:36])[F:35])[C:26]([C:38]([O:40]CC)=[O:39])=[CH:25]2. No catalyst specified. The product is [OH:32][C:31]1[CH:30]=[C:29]2[C:24]([CH:25]=[C:26]([C:38]([OH:40])=[O:39])[CH:27]([C:34]([F:37])([F:35])[F:36])[O:28]2)=[CH:23][C:22]=1[I:21]. The yield is 0.810.